From a dataset of Full USPTO retrosynthesis dataset with 1.9M reactions from patents (1976-2016). Predict the reactants needed to synthesize the given product. (1) Given the product [F:6][C:7]1[C:8]([C:15]2[CH:20]=[CH:19][N:18]=[C:17]([NH:21][CH:22]3[CH2:27][CH2:26][O:25][CH2:24][CH2:23]3)[N:16]=2)=[CH:9][C:10](=[O:13])[NH:11][CH:12]=1, predict the reactants needed to synthesize it. The reactants are: I[Si](C)(C)C.[F:6][C:7]1[C:8]([C:15]2[CH:20]=[CH:19][N:18]=[C:17]([NH:21][CH:22]3[CH2:27][CH2:26][O:25][CH2:24][CH2:23]3)[N:16]=2)=[CH:9][C:10]([O:13]C)=[N:11][CH:12]=1.CO.C([O-])(O)=O.[Na+]. (2) Given the product [C:28]([C:26]1[CH:25]=[N:24][N:23]([C:20]2[S:19][C:18]([S:15]([NH:14][C@:3]3([C:11]([OH:13])=[O:12])[C@@H:4]([C:5]4[CH:6]=[CH:7][CH:8]=[CH:9][CH:10]=4)[C@H:2]3[CH3:1])(=[O:16])=[O:17])=[CH:22][CH:21]=2)[CH:27]=1)#[CH:29], predict the reactants needed to synthesize it. The reactants are: [CH3:1][C@@H:2]1[C@H:4]([C:5]2[CH:10]=[CH:9][CH:8]=[CH:7][CH:6]=2)[C@:3]1([NH:14][S:15]([C:18]1[S:19][C:20]([N:23]2[CH:27]=[C:26]([C:28]#[C:29][Si](C)(C)C)[CH:25]=[N:24]2)=[CH:21][CH:22]=1)(=[O:17])=[O:16])[C:11]([OH:13])=[O:12].C(=O)([O-])[O-].[K+].[K+].S([O-])(O)(=O)=O.[K+]. (3) Given the product [CH3:1][O:2][C:3]([CH:5]1[CH2:9][C:8]2([S:25][CH2:21][CH2:22][CH2:23][S:24]2)[CH2:7][N:6]1[C:11]([O:13][CH2:14][C:15]1[CH:20]=[CH:19][CH:18]=[CH:17][CH:16]=1)=[O:12])=[O:4], predict the reactants needed to synthesize it. The reactants are: [CH3:1][O:2][C:3]([CH:5]1[CH2:9][C:8](=O)[CH2:7][N:6]1[C:11]([O:13][CH2:14][C:15]1[CH:20]=[CH:19][CH:18]=[CH:17][CH:16]=1)=[O:12])=[O:4].[CH2:21]([SH:25])[CH2:22][CH2:23][SH:24]. (4) Given the product [C:32]([C:35]1[CH:43]=[CH:42][C:38]([C:39]([N:11]2[CH2:12][CH2:13][N:8]([C:6](=[O:7])[C:5]3[CH:23]=[C:24]([C:26]([F:27])([F:28])[F:29])[CH:25]=[C:3]([C:2]([F:1])([F:30])[F:31])[CH:4]=3)[C@H:9]([CH2:14][C:15]3[CH:20]=[CH:19][C:18]([CH3:21])=[C:17]([CH3:22])[CH:16]=3)[CH2:10]2)=[O:40])=[CH:37][CH:36]=1)(=[O:34])[CH3:33], predict the reactants needed to synthesize it. The reactants are: [F:1][C:2]([F:31])([F:30])[C:3]1[CH:4]=[C:5]([CH:23]=[C:24]([C:26]([F:29])([F:28])[F:27])[CH:25]=1)[C:6]([N:8]1[CH2:13][CH2:12][NH:11][CH2:10][C@H:9]1[CH2:14][C:15]1[CH:20]=[CH:19][C:18]([CH3:21])=[C:17]([CH3:22])[CH:16]=1)=[O:7].[C:32]([C:35]1[CH:43]=[CH:42][C:38]([C:39](O)=[O:40])=[CH:37][CH:36]=1)(=[O:34])[CH3:33].C(N(CC)CC)C.[I-].ClC1C=CC=C[N+]=1C. (5) Given the product [CH2:21]([O:23][C:24](=[O:37])[C:25]1[CH:26]=[CH:27][C:28]([N:31]2[CH2:32][CH2:33][N:34]([C:16]3[CH:17]=[CH:18][C:13]([C:12](=[O:20])[NH:11][C:7]4[N:6]=[C:5]([C:1]([CH3:4])([CH3:3])[CH3:2])[CH:10]=[CH:9][N:8]=4)=[CH:14][N:15]=3)[CH2:35][CH2:36]2)=[CH:29][CH:30]=1)[CH3:22], predict the reactants needed to synthesize it. The reactants are: [C:1]([C:5]1[CH:10]=[CH:9][N:8]=[C:7]([NH:11][C:12](=[O:20])[C:13]2[CH:18]=[CH:17][C:16](Cl)=[N:15][CH:14]=2)[N:6]=1)([CH3:4])([CH3:3])[CH3:2].[CH2:21]([O:23][C:24](=[O:37])[C:25]1[CH:30]=[CH:29][C:28]([N:31]2[CH2:36][CH2:35][NH:34][CH2:33][CH2:32]2)=[CH:27][CH:26]=1)[CH3:22].C(OC(=O)C1C=CC(N2CCN(C3C=CC(C(=O)NC4C=CC(C)=C(I)C=4)=CN=3)CC2)=CC=1)C. (6) Given the product [CH3:13][C:14]1[CH:19]=[C:18]([N+:20]([O-:22])=[O:21])[CH:17]=[CH:16][C:15]=1[N:23]=[C:24]1[N:9]([CH2:8][CH:2]2[CH2:7][CH2:6][CH2:5][CH2:4][CH2:3]2)[CH2:10][CH2:11][S:25]1, predict the reactants needed to synthesize it. The reactants are: [Cl-].[CH:2]1([CH2:8][NH2+:9][CH2:10][CH2:11]Cl)[CH2:7][CH2:6][CH2:5][CH2:4][CH2:3]1.[CH3:13][C:14]1[CH:19]=[C:18]([N+:20]([O-:22])=[O:21])[CH:17]=[CH:16][C:15]=1[N:23]=[C:24]=[S:25].